From a dataset of Forward reaction prediction with 1.9M reactions from USPTO patents (1976-2016). Predict the product of the given reaction. (1) Given the reactants [F:1][C:2]1[CH:3]=[C:4]([CH:7]=[CH:8][CH:9]=1)[CH2:5][NH2:6].Cl[C:11]1[N:21]=[CH:20][CH:19]=[CH:18][C:12]=1[C:13]([O:15][CH2:16][CH3:17])=[O:14].C(O)C, predict the reaction product. The product is: [F:1][C:2]1[CH:3]=[C:4]([CH:7]=[CH:8][CH:9]=1)[CH2:5][NH:6][C:11]1[N:21]=[CH:20][CH:19]=[CH:18][C:12]=1[C:13]([O:15][CH2:16][CH3:17])=[O:14]. (2) Given the reactants Cl.Cl.[NH2:3][C@@H:4]1[C:18](=[O:19])[N:17]2[CH2:20][C@H:21]([O:23][C:24]3[C:33]4[C:28](=[C:29]([CH3:36])[C:30]([O:34][CH3:35])=[CH:31][CH:32]=4)[N:27]=[C:26]([C:37]4[S:38][CH:39]=[C:40]([CH:42]([CH3:44])[CH3:43])[N:41]=4)[CH:25]=3)[CH2:22][C@H:16]2[C:15](=[O:45])[NH:14][C@:13]2([C:47]([NH:49][S:50]([CH:53]3[CH2:55][CH2:54]3)(=[O:52])=[O:51])=[O:48])[CH2:46][C@H:12]2[CH:11]=[CH:10][CH2:9][CH2:8][CH2:7][CH2:6][CH2:5]1.C(N(CC)C(C)C)(C)C.ClC(Cl)(O[C:69](=[O:75])OC(Cl)(Cl)Cl)Cl.[NH:77]1[CH2:82][CH2:81][CH2:80][CH2:79][CH2:78]1, predict the reaction product. The product is: [CH:53]1([S:50]([NH:49][C:47]([C@@:13]23[CH2:46][C@H:12]2[CH:11]=[CH:10][CH2:9][CH2:8][CH2:7][CH2:6][CH2:5][C@H:4]([NH:3][C:69]([N:77]2[CH2:82][CH2:81][CH2:80][CH2:79][CH2:78]2)=[O:75])[C:18](=[O:19])[N:17]2[CH2:20][C@H:21]([O:23][C:24]4[C:33]5[C:28](=[C:29]([CH3:36])[C:30]([O:34][CH3:35])=[CH:31][CH:32]=5)[N:27]=[C:26]([C:37]5[S:38][CH:39]=[C:40]([CH:42]([CH3:43])[CH3:44])[N:41]=5)[CH:25]=4)[CH2:22][C@H:16]2[C:15](=[O:45])[NH:14]3)=[O:48])(=[O:51])=[O:52])[CH2:54][CH2:55]1. (3) Given the reactants [Cl:1][C:2]1[CH:3]=[C:4]([C:28]([O:30]C)=[O:29])[C:5]([C:21]2[CH:26]=[CH:25][CH:24]=[C:23]([F:27])[CH:22]=2)=[C:6](/[N:14]=[N:15]/[N:16]([CH2:19][CH3:20])[CH2:17][CH3:18])[C:7]=1[C:8]#[C:9][Si](C)(C)C.[OH-].[Na+].Cl, predict the reaction product. The product is: [Cl:1][C:2]1[CH:3]=[C:4]([C:28]([OH:30])=[O:29])[C:5]([C:21]2[CH:26]=[CH:25][CH:24]=[C:23]([F:27])[CH:22]=2)=[C:6](/[N:14]=[N:15]/[N:16]([CH2:19][CH3:20])[CH2:17][CH3:18])[C:7]=1[C:8]#[CH:9]. (4) Given the reactants [F:1][C:2]1[CH:3]=[C:4]2[C:9](=[CH:10][CH:11]=1)[N:8]=[C:7]([C:12]1[CH:17]=[C:16]([O:18][CH3:19])[C:15]([O:20][CH3:21])=[C:14]([O:22][CH3:23])[CH:13]=1)[N:6]=[C:5]2[C:24]([O:26]C)=[O:25].[OH-].[Na+], predict the reaction product. The product is: [F:1][C:2]1[CH:3]=[C:4]2[C:9](=[CH:10][CH:11]=1)[N:8]=[C:7]([C:12]1[CH:17]=[C:16]([O:18][CH3:19])[C:15]([O:20][CH3:21])=[C:14]([O:22][CH3:23])[CH:13]=1)[N:6]=[C:5]2[C:24]([OH:26])=[O:25]. (5) Given the reactants [OH:1][C:2]1[CH:7]=[CH:6][C:5]([S:8]([NH2:11])(=[O:10])=[O:9])=[CH:4][CH:3]=1.[Si:12](Cl)([C:15]([CH3:18])([CH3:17])[CH3:16])([CH3:14])[CH3:13].N1C=CN=C1, predict the reaction product. The product is: [Si:12]([O:1][C:2]1[CH:7]=[CH:6][C:5]([S:8]([NH2:11])(=[O:9])=[O:10])=[CH:4][CH:3]=1)([C:15]([CH3:18])([CH3:17])[CH3:16])([CH3:14])[CH3:13]. (6) Given the reactants [CH3:1][N:2]([CH2:4][C:5]1([C:11]2[CH:16]=[CH:15][C:14]([OH:17])=[CH:13][CH:12]=2)[CH2:10][CH2:9][O:8][CH2:7][CH2:6]1)[CH3:3].Cl[CH2:19][CH2:20][N:21]1[CH2:25][CH2:24][CH2:23][CH2:22]1.CN(C=O)C.C([O-])([O-])=O.[K+].[K+], predict the reaction product. The product is: [CH3:3][N:2]([CH3:1])[CH2:4][C:5]1([C:11]2[CH:16]=[CH:15][C:14]([O:17][CH2:19][CH2:20][N:21]3[CH2:25][CH2:24][CH2:23][CH2:22]3)=[CH:13][CH:12]=2)[CH2:6][CH2:7][O:8][CH2:9][CH2:10]1.